Dataset: Reaction yield outcomes from USPTO patents with 853,638 reactions. Task: Predict the reaction yield, written as a fraction of the theoretical maximum amount of product (1.0 means a 100% yield; for example, 0.34 means a 34% yield). (1) The product is [Cl:1][C:2]1[CH:3]=[CH:4][C:5]([C:12]2[C:13]3[N:22]=[C:21]([N:23]4[CH2:28][CH2:27][O:26][CH2:25][CH2:24]4)[S:20][C:14]=3[C:15](=[O:19])[NH:16][CH2:17][CH:18]=2)=[C:6]([CH:11]=1)[C:7]([OH:9])=[O:8]. The reactants are [Cl:1][C:2]1[CH:3]=[CH:4][C:5]([C:12]2[C:13]3[N:22]=[C:21]([N:23]4[CH2:28][CH2:27][O:26][CH2:25][CH2:24]4)[S:20][C:14]=3[C:15](=[O:19])[NH:16][CH2:17][CH:18]=2)=[C:6]([CH:11]=1)[C:7]([O:9]C)=[O:8].[OH-].[Na+].O. The catalyst is C1COCC1.CO. The yield is 0.830. (2) The yield is 0.110. No catalyst specified. The product is [CH2:25]([NH:32][C:33]([C:35]1[S:39][C:38]([N:40]2[C:44]([CH3:45])=[C:43]([C:46](=[O:48])[NH:8][CH2:1][C:2]3[CH:7]=[CH:6][CH:5]=[CH:4][CH:3]=3)[N:42]=[N:41]2)=[N:37][C:36]=1[CH3:49])=[O:34])[C:26]1[CH:31]=[CH:30][CH:29]=[CH:28][CH:27]=1. The reactants are [CH2:1]([NH:8]C(C1SC(N2C=C(C(O)=O)N=N2)=NC=1C)=O)[C:2]1[CH:7]=[CH:6][CH:5]=[CH:4][CH:3]=1.[CH2:25]([NH:32][C:33]([C:35]1[S:39][C:38]([N:40]2[C:44]([CH3:45])=[C:43]([C:46]([OH:48])=O)[N:42]=[N:41]2)=[N:37][C:36]=1[CH3:49])=[O:34])[C:26]1[CH:31]=[CH:30][CH:29]=[CH:28][CH:27]=1.C(N)C1C=CC=CC=1.